This data is from NCI-60 drug combinations with 297,098 pairs across 59 cell lines. The task is: Regression. Given two drug SMILES strings and cell line genomic features, predict the synergy score measuring deviation from expected non-interaction effect. (1) Drug 1: C1=NC2=C(N=C(N=C2N1C3C(C(C(O3)CO)O)F)Cl)N. Drug 2: CC12CCC3C(C1CCC2OP(=O)(O)O)CCC4=C3C=CC(=C4)OC(=O)N(CCCl)CCCl.[Na+]. Cell line: ACHN. Synergy scores: CSS=3.39, Synergy_ZIP=-1.02, Synergy_Bliss=0.983, Synergy_Loewe=0.214, Synergy_HSA=0.268. (2) Synergy scores: CSS=36.2, Synergy_ZIP=-0.520, Synergy_Bliss=-3.37, Synergy_Loewe=-43.4, Synergy_HSA=-4.17. Cell line: NCIH23. Drug 2: C(CN)CNCCSP(=O)(O)O. Drug 1: CC=C1C(=O)NC(C(=O)OC2CC(=O)NC(C(=O)NC(CSSCCC=C2)C(=O)N1)C(C)C)C(C)C. (3) Drug 1: CC1=C(C(=CC=C1)Cl)NC(=O)C2=CN=C(S2)NC3=CC(=NC(=N3)C)N4CCN(CC4)CCO. Drug 2: CC(C)CN1C=NC2=C1C3=CC=CC=C3N=C2N. Cell line: NCI/ADR-RES. Synergy scores: CSS=5.30, Synergy_ZIP=-2.46, Synergy_Bliss=-1.42, Synergy_Loewe=1.86, Synergy_HSA=0.308. (4) Drug 1: CC1=C(C=C(C=C1)NC2=NC=CC(=N2)N(C)C3=CC4=NN(C(=C4C=C3)C)C)S(=O)(=O)N.Cl. Drug 2: CN(C)C1=NC(=NC(=N1)N(C)C)N(C)C. Cell line: NCI-H322M. Synergy scores: CSS=-1.53, Synergy_ZIP=2.03, Synergy_Bliss=2.20, Synergy_Loewe=0.765, Synergy_HSA=-0.563. (5) Drug 1: C1=CC(=CC=C1CCC2=CNC3=C2C(=O)NC(=N3)N)C(=O)NC(CCC(=O)O)C(=O)O. Drug 2: CC12CCC3C(C1CCC2O)C(CC4=C3C=CC(=C4)O)CCCCCCCCCS(=O)CCCC(C(F)(F)F)(F)F. Cell line: NCIH23. Synergy scores: CSS=11.7, Synergy_ZIP=4.68, Synergy_Bliss=10.4, Synergy_Loewe=9.04, Synergy_HSA=9.80. (6) Drug 1: C1CN1P(=S)(N2CC2)N3CC3. Drug 2: C1C(C(OC1N2C=NC3=C2NC=NCC3O)CO)O. Cell line: A549. Synergy scores: CSS=40.8, Synergy_ZIP=3.20, Synergy_Bliss=3.79, Synergy_Loewe=1.77, Synergy_HSA=4.55. (7) Drug 1: CN1CCC(CC1)COC2=C(C=C3C(=C2)N=CN=C3NC4=C(C=C(C=C4)Br)F)OC. Drug 2: CCC1(CC2CC(C3=C(CCN(C2)C1)C4=CC=CC=C4N3)(C5=C(C=C6C(=C5)C78CCN9C7C(C=CC9)(C(C(C8N6C)(C(=O)OC)O)OC(=O)C)CC)OC)C(=O)OC)O.OS(=O)(=O)O. Cell line: CAKI-1. Synergy scores: CSS=69.0, Synergy_ZIP=3.29, Synergy_Bliss=3.31, Synergy_Loewe=4.80, Synergy_HSA=9.18.